This data is from Forward reaction prediction with 1.9M reactions from USPTO patents (1976-2016). The task is: Predict the product of the given reaction. Given the reactants [O:1]([C:8]1[CH:16]=[CH:15][CH:14]=[CH:13][C:9]=1[C:10]([OH:12])=O)[C:2]1[CH:7]=[CH:6][CH:5]=[CH:4][CH:3]=1.CN(C(ON1N=NC2C=CC=NC1=2)=[N+](C)C)C.F[P-](F)(F)(F)(F)F.CCN(C(C)C)C(C)C.[NH2:50][C:51]1[CH:56]=[CH:55][CH:54]=[CH:53][C:52]=1/[CH:57]=[C:58](\[F:64])/[C:59]([O:61][CH2:62][CH3:63])=[O:60], predict the reaction product. The product is: [F:64]/[C:58](=[CH:57]\[C:52]1[CH:53]=[CH:54][CH:55]=[CH:56][C:51]=1[NH:50][C:10](=[O:12])[C:9]1[CH:13]=[CH:14][CH:15]=[CH:16][C:8]=1[O:1][C:2]1[CH:3]=[CH:4][CH:5]=[CH:6][CH:7]=1)/[C:59]([O:61][CH2:62][CH3:63])=[O:60].